From a dataset of Reaction yield outcomes from USPTO patents with 853,638 reactions. Predict the reaction yield, written as a fraction of the theoretical maximum amount of product (1.0 means a 100% yield; for example, 0.34 means a 34% yield). (1) The reactants are [CH3:1][O:2][C:3](=[O:13])[C:4]1[CH:9]=[C:8]([OH:10])[C:7]([OH:11])=[C:6]([OH:12])[CH:5]=1.[CH3:14]OS(OC)(=O)=O.[OH-].[Na+].OS(O)(=O)=O. The yield is 0.470. The product is [OH:12][C:6]1[CH:5]=[C:4]([CH:9]=[C:8]([O:10][CH3:14])[C:7]=1[OH:11])[C:3]([O:2][CH3:1])=[O:13]. The catalyst is O. (2) The reactants are [F:1][C:2]1[CH:3]=[C:4]2[C:8](=[CH:9][CH:10]=1)[NH:7][C:6](=[O:11])[CH2:5]2.[CH:12]([C:14]1[NH:18][C:17]([CH3:19])=[C:16]([C:20]([OH:22])=[O:21])[C:15]=1[CH3:23])=O.N1CCCC1. The catalyst is C(O)C. The product is [F:1][C:2]1[CH:3]=[C:4]2[C:8](=[CH:9][CH:10]=1)[NH:7][C:6](=[O:11])/[C:5]/2=[CH:12]\[C:14]1[NH:18][C:17]([CH3:19])=[C:16]([C:20]([OH:22])=[O:21])[C:15]=1[CH3:23]. The yield is 0.930. (3) The reactants are [Cl:1][C:2]1[CH:15]=[CH:14][C:5]([CH2:6][N:7]2[CH2:12][CH2:11][CH:10]([NH2:13])[CH2:9][CH2:8]2)=[CH:4][C:3]=1[O:16][CH2:17][CH3:18].[CH3:19][O:20][C:21]1[CH:22]=[C:23]([CH:27]=[C:28]([O:30][CH3:31])[CH:29]=1)[C:24](Cl)=[O:25]. No catalyst specified. The product is [Cl:1][C:2]1[CH:15]=[CH:14][C:5]([CH2:6][N:7]2[CH2:12][CH2:11][CH:10]([NH:13][C:24](=[O:25])[C:23]3[CH:27]=[C:28]([O:30][CH3:31])[CH:29]=[C:21]([O:20][CH3:19])[CH:22]=3)[CH2:9][CH2:8]2)=[CH:4][C:3]=1[O:16][CH2:17][CH3:18]. The yield is 0.560. (4) The reactants are [F:1][C:2]([F:12])([F:11])[C:3]1[N:8]=[C:7]([CH:9]=[O:10])[CH:6]=[CH:5][CH:4]=1.[CH2:13](O)[CH2:14][CH:15]=[CH2:16].[S:18]([OH:22])([CH3:21])(=[O:20])=[O:19].C([O-])(O)=O.[Na+]. The catalyst is C(Cl)Cl. The product is [CH3:21][S:18]([O:22][CH:14]1[CH2:15][CH2:16][O:10][CH:9]([C:7]2[CH:6]=[CH:5][CH:4]=[C:3]([C:2]([F:11])([F:1])[F:12])[N:8]=2)[CH2:13]1)(=[O:20])=[O:19]. The yield is 0.930. (5) The reactants are [OH:1][C:2]1[CH:7]=[CH:6][CH:5]=[CH:4][N+:3]=1[O-:8].[N+:9]([C:12]1[CH:17]=[C:16]([N+:18]([O-:20])=[O:19])[CH:15]=[CH:14][C:13]=1[S:21](Cl)(=[O:23])=[O:22])([O-:11])=[O:10]. The catalyst is N1C=CC=CC=1. The product is [N+:9]([C:12]1[CH:17]=[C:16]([N+:18]([O-:20])=[O:19])[CH:15]=[CH:14][C:13]=1[S:21]([O:8][N:3]1[CH:4]=[CH:5][CH:6]=[CH:7][C:2]1=[O:1])(=[O:23])=[O:22])([O-:11])=[O:10]. The yield is 0.310. (6) The reactants are [Cl:1][C:2]1[CH:7]=[C:6]([C:8]([F:11])([F:10])[F:9])[CH:5]=[C:4]([Cl:12])[C:3]=1[N:13]1[C:17]([OH:18])=[C:16]([S:19][C:20]([F:23])([F:22])[F:21])[C:15]([C:24]#[N:25])=[N:14]1.ClC1C=CC=C(C(OO)=[O:34])C=1.C(=O)(O)[O-].[Na+]. The catalyst is ClCCl.C(OCC)(=O)C. The product is [Cl:1][C:2]1[CH:7]=[C:6]([C:8]([F:11])([F:10])[F:9])[CH:5]=[C:4]([Cl:12])[C:3]=1[N:13]1[C:17]([OH:18])=[C:16]([S:19]([C:20]([F:23])([F:21])[F:22])=[O:34])[C:15]([C:24]#[N:25])=[N:14]1. The yield is 0.370. (7) The reactants are [Br:1][C:2]1[CH:3]=[C:4]2[C:9](=[C:10]3[CH2:14][CH2:13][CH2:12][C:11]=13)[N:8]([C:15]([O:17][C:18]([CH3:21])([CH3:20])[CH3:19])=[O:16])[C:7]([CH3:23])([CH3:22])[C:6](=[O:24])[CH:5]2[CH3:25].C[Si]([N-][Si](C)(C)C)(C)C.[Li+].[CH2:36]1COC[CH2:37]1.I[CH:42](C)C. The catalyst is C1(C)C=CC=CC=1.O. The product is [Br:1][C:2]1[CH:3]=[C:4]2[C:9](=[C:10]3[CH2:14][CH2:13][CH2:12][C:11]=13)[N:8]([C:15]([O:17][C:18]([CH3:19])([CH3:21])[CH3:20])=[O:16])[C:7]([CH3:23])([CH3:22])[C:6](=[O:24])[C:5]2([CH3:42])[CH2:25][CH2:36][CH3:37]. The yield is 0.410.